Dataset: Catalyst prediction with 721,799 reactions and 888 catalyst types from USPTO. Task: Predict which catalyst facilitates the given reaction. Product: [C:26]([N:30]1[CH2:35][CH2:34][N:33]([C:23]([C:14]2[CH:15]=[CH:16][C:17]3[O:18][CH2:19][CH2:20][N:21]4[CH:22]=[C:9]([C:8]5[N:4]([CH:2]([CH3:3])[CH3:1])[N:5]=[CH:6][N:7]=5)[N:10]=[C:11]4[C:12]=3[CH:13]=2)=[O:24])[CH2:32][CH2:31]1)([CH3:29])([CH3:28])[CH3:27]. Reactant: [CH3:1][CH:2]([N:4]1[C:8]([C:9]2[N:10]=[C:11]3[N:21]([CH:22]=2)[CH2:20][CH2:19][O:18][C:17]2[C:12]3=[CH:13][C:14]([C:23](O)=[O:24])=[CH:15][CH:16]=2)=[N:7][CH:6]=[N:5]1)[CH3:3].[C:26]([N:30]1[CH2:35][CH2:34][NH:33][CH2:32][CH2:31]1)([CH3:29])([CH3:28])[CH3:27].CCN(C(C)C)C(C)C.CN(C(ON1N=NC2C=CC=NC1=2)=[N+](C)C)C.F[P-](F)(F)(F)(F)F. The catalyst class is: 3.